From a dataset of Full USPTO retrosynthesis dataset with 1.9M reactions from patents (1976-2016). Predict the reactants needed to synthesize the given product. (1) The reactants are: [OH:1][B:2]1[C:6]2[C:7]([O:11][CH2:12][CH2:13][CH2:14][C:15]([NH2:17])=[O:16])=[CH:8][CH:9]=[CH:10][C:5]=2[CH:4]([CH2:18][N+:19]([O-])=O)[O:3]1.N.CC[OH:25]. Given the product [C:15]([OH:16])(=[O:25])[CH3:14].[NH2:19][CH2:18][CH:4]1[O:3][B:2]([OH:1])[C:6]2[C:7]([O:11][CH2:12][CH2:13][CH2:14][C:15]([NH2:17])=[O:16])=[CH:8][CH:9]=[CH:10][C:5]1=2, predict the reactants needed to synthesize it. (2) Given the product [CH3:1][O:2][C:3]([C:5]1[S:6][C:7]([C:24]2[CH:29]=[CH:28][CH:27]=[CH:26][CH:25]=2)=[CH:8][C:9]=1[N:10]1[C:15](=[O:16])[CH2:14][CH:13]([NH2:32])[CH2:12][CH:11]1[CH:18]1[CH2:23][CH2:22][CH2:21][CH2:20][CH2:19]1)=[O:4], predict the reactants needed to synthesize it. The reactants are: [CH3:1][O:2][C:3]([C:5]1[S:6][C:7]([C:24]2[CH:29]=[CH:28][CH:27]=[CH:26][CH:25]=2)=[CH:8][C:9]=1[N:10]1[C:15](=[O:16])[CH2:14][C:13](=O)[CH2:12][CH:11]1[CH:18]1[CH2:23][CH2:22][CH2:21][CH2:20][CH2:19]1)=[O:4].[BH3-]C#[N:32].[Na+].CC(O)=O. (3) Given the product [Cl:21][C:12]1[CH:11]=[C:10]([C:15]([F:18])([F:17])[F:16])[CH:9]=[C:8]([C:5]2[CH:6]=[CH:7][C:2]([Cl:1])=[CH:3][CH:4]=2)[N:13]=1, predict the reactants needed to synthesize it. The reactants are: [Cl:1][C:2]1[CH:7]=[CH:6][C:5]([C:8]2[NH:13][C:12](=O)[CH:11]=[C:10]([C:15]([F:18])([F:17])[F:16])[CH:9]=2)=[CH:4][CH:3]=1.P(Cl)(Cl)([Cl:21])=O. (4) Given the product [Cl:1][C:2]1[C:11]([CH2:12][NH:13][C:16]2[N:24]=[CH:23][N:22]=[C:21]3[C:17]=2[N:18]=[CH:19][NH:20]3)=[CH:10][C:9]2[C:4](=[C:5]([CH3:14])[CH:6]=[CH:7][CH:8]=2)[N:3]=1, predict the reactants needed to synthesize it. The reactants are: [Cl:1][C:2]1[C:11]([CH2:12][NH2:13])=[CH:10][C:9]2[C:4](=[C:5]([CH3:14])[CH:6]=[CH:7][CH:8]=2)[N:3]=1.Cl[C:16]1[N:24]=[CH:23][N:22]=[C:21]2[C:17]=1[NH:18][CH:19]=[N:20]2.CCN(C(C)C)C(C)C. (5) Given the product [CH3:1][O:2][C:3]([C:5]1[O:6][C:7]2[CH:13]=[CH:12][C:11]([S:14][CH2:16][C:17]3[S:21][C:20]([C:22]4[CH:23]=[CH:24][C:25]([C:28]([F:31])([F:29])[F:30])=[CH:26][CH:27]=4)=[N:19][C:18]=3[CH3:32])=[CH:10][C:8]=2[CH:9]=1)=[O:4], predict the reactants needed to synthesize it. The reactants are: [CH3:1][O:2][C:3]([C:5]1[O:6][C:7]2[CH:13]=[CH:12][C:11]([SH:14])=[CH:10][C:8]=2[CH:9]=1)=[O:4].Cl[CH2:16][C:17]1[S:21][C:20]([C:22]2[CH:27]=[CH:26][C:25]([C:28]([F:31])([F:30])[F:29])=[CH:24][CH:23]=2)=[N:19][C:18]=1[CH3:32].C(=O)([O-])[O-].[Cs+].[Cs+]. (6) Given the product [NH2:7][CH2:8][C:9]1[C:10]([OH:18])=[N:11][C:12]([CH3:17])=[CH:13][C:14]=1[O:15][CH3:16], predict the reactants needed to synthesize it. The reactants are: C(OC(=O)[NH:7][CH2:8][C:9]1[C:10]([O:18]C)=[N:11][C:12]([CH3:17])=[CH:13][C:14]=1[O:15][CH3:16])(C)(C)C. (7) Given the product [Cl:31][C:24]1[C:25]([NH:27][CH:28]2[CH2:30][CH2:29]2)=[N:26][C:21]([NH:5][C:4]2[CH:6]=[CH:7][CH:8]=[C:2]([I:1])[CH:3]=2)=[N:22][CH:23]=1, predict the reactants needed to synthesize it. The reactants are: [I:1][C:2]1[CH:3]=[C:4]([CH:6]=[CH:7][CH:8]=1)[NH2:5].C1(C)C=CC(S(O)(=O)=O)=CC=1.Cl[C:21]1[N:26]=[C:25]([NH:27][CH:28]2[CH2:30][CH2:29]2)[C:24]([Cl:31])=[CH:23][N:22]=1.